Predict the reactants needed to synthesize the given product. From a dataset of Full USPTO retrosynthesis dataset with 1.9M reactions from patents (1976-2016). (1) Given the product [OH:8][CH2:9][C:11]1[CH:12]=[C:13]([CH3:23])[C:14]2[N:18]=[C:17]([CH2:19][CH2:20][CH3:21])[NH:16][C:15]=2[CH:22]=1, predict the reactants needed to synthesize it. The reactants are: [H-].[Al+3].[Li+].[H-].[H-].[H-].C[O:8][C:9]([C:11]1[CH:12]=[C:13]([CH3:23])[C:14]2[N:18]=[C:17]([CH2:19][CH2:20][CH3:21])[NH:16][C:15]=2[CH:22]=1)=O.[OH-].[Na+].O. (2) Given the product [Br:20][CH2:21][CH2:22][CH2:23][CH2:24][N:3]1[CH:4]=[CH:5][C:6]([C:8]([O:10][CH3:11])=[O:9])=[CH:7][C:2]1=[O:1], predict the reactants needed to synthesize it. The reactants are: [O:1]=[C:2]1[CH:7]=[C:6]([C:8]([O:10][CH3:11])=[O:9])[CH:5]=[CH:4][NH:3]1.C([O-])([O-])=O.[Cs+].[Cs+].[Li+].[Cl-].[Br:20][CH2:21][CH2:22][CH2:23][CH2:24]Br. (3) Given the product [Br:17][C:9]1[CH:10]=[C:11]([N+:14]([O-:16])=[O:15])[CH:12]=[CH:13][C:8]=1[F:7], predict the reactants needed to synthesize it. The reactants are: O.S(=O)(=O)(O)O.[F:7][C:8]1[CH:13]=[CH:12][C:11]([N+:14]([O-:16])=[O:15])=[CH:10][CH:9]=1.[Br:17]Br. (4) The reactants are: [Cl:1][C:2]1[CH:19]=[CH:18][C:17](C=O)=[CH:16][C:3]=1[C:4]([NH:6][CH2:7][C:8]1([OH:15])[CH2:14][CH2:13][CH2:12][CH2:11][CH2:10][CH2:9]1)=[O:5].[OH-].[NH4+].C1(C)C=CC(S(CN=C=O)(=O)=O)=CC=1.[NH:38]1[CH2:43][CH2:42][NH:41][CH2:40]C1. Given the product [Cl:1][C:2]1[CH:19]=[CH:18][C:17]([C:43]2[N:38]=[CH:40][NH:41][CH:42]=2)=[CH:16][C:3]=1[C:4]([NH:6][CH2:7][C:8]1([OH:15])[CH2:14][CH2:13][CH2:12][CH2:11][CH2:10][CH2:9]1)=[O:5], predict the reactants needed to synthesize it. (5) Given the product [CH2:6]([CH:5]([C:9]1[CH:10]=[CH:11][CH:12]=[CH:15][CH:16]=1)[C:17]#[N:18])[CH2:7][CH2:8][CH3:21], predict the reactants needed to synthesize it. The reactants are: S(Cl)(Cl)=O.[CH2:5]([C:9]1[CH:16]=[CH:15][C:12](CO)=[CH:11][CH:10]=1)[CH2:6][CH2:7][CH3:8].[C-:17]#[N:18].[Na+].O.[CH3:21]COCC.